Dataset: Experimentally validated miRNA-target interactions with 360,000+ pairs, plus equal number of negative samples. Task: Binary Classification. Given a miRNA mature sequence and a target amino acid sequence, predict their likelihood of interaction. (1) The miRNA is mmu-miR-421-5p with sequence CUCAUUAAAUGUUUGUUGAAU. The protein sequence of the target gene is MDALDKVLKPKTKRAKRFLEKREPKLTENIKNAMLIKGGNANATVTQVLRDMYALKKPYGVLYKKKNITRPFEDQTSLEFFSKKSDCSLFMFGSHNKKRPNNLVIGRMYDYHVLDMIELGIEKFVSLKDIKTSKCPEGTKPMLIFAGDDFDVTEDFRRLKNLLIDFFRGPTVSNVRLAGLEYVLHFTALNGKVYFRSYKLLLKKSGCRTPRIELEEMGPSLDLVMRRTHLASDDLYKLSMKVPKALKPKKRKNISQDTFGTTFGRIHMQKQDLSKLQTRKMKGLKKRPAENGVDDQGKKS.... Result: 0 (no interaction). (2) The miRNA is hsa-miR-6779-3p with sequence AAGCCCUGUCUCCUCCCAUCU. The protein sequence of the target gene is MAAAAASRGVGAKLGLREIRIHLCQRSPGSQGVRDFIEKRYVELKKANPDLPILIRECSDVQPKLWARYAFGQETNVPLNNFSADQVTRALENVLSGKA. Result: 0 (no interaction). (3) The miRNA is hsa-miR-200b-3p with sequence UAAUACUGCCUGGUAAUGAUGA. The protein sequence of the target gene is MTEAGKLPLPLPPRLDWFVHTQMGQLAQDGVPEWFHGAISREDAENLLESQPLGSFLIRVSHSHVGYTLSYKAQSSCCHFMVKLLDDGTFMIPGEKVAHTSLDALVTFHQQKPIEPRRELLTQPCRQKDPANVDYEDLFLYSNAVAEEAACPVSAPEEASPKPVLCHQSKERKPSAEMNRITTKEATSSCPPKSPLGETRQKLWRSLKMLPERGQRVRQQLKSHLATVNLSSLLDVRRSTVISGPGTGKGSQDHSGDPTSGDRGYTDPCVATSLKSPSQPQAPKDRKVPTRKAERSVSCI.... Result: 0 (no interaction).